From a dataset of Catalyst prediction with 721,799 reactions and 888 catalyst types from USPTO. Predict which catalyst facilitates the given reaction. (1) Product: [NH2:23][C@H:18]1[CH2:19][CH2:20][CH2:21][CH2:22][C@H:17]1[NH:16][C:11]1[N:10]=[C:9]([C:31]2[CH:32]=[N:33][N:34]([CH3:36])[CH:35]=2)[C:8]2[C:7](=[O:37])[NH:6][CH2:14][C:13]=2[C:12]=1[F:15].[C:44]([OH:50])([C:46]([F:49])([F:48])[F:47])=[O:45]. The catalyst class is: 25. Reactant: COC1C=C(OC)C=CC=1C[N:6]1[CH2:14][C:13]2[C:12]([F:15])=[C:11]([NH:16][C@@H:17]3[CH2:22][CH2:21][CH2:20][CH2:19][C@@H:18]3[NH:23]C(=O)OC(C)(C)C)[N:10]=[C:9]([C:31]3[CH:32]=[N:33][N:34]([CH3:36])[CH:35]=3)[C:8]=2[C:7]1=[O:37].[C:44]([OH:50])([C:46]([F:49])([F:48])[F:47])=[O:45]. (2) Reactant: [Cl:1][C:2]1[C:7]2[C:8](=O)[N:9](CC3C=CC(OC)=CC=3OC)[CH:10]([CH3:11])[C:6]=2[C:5]([F:24])=[C:4]([Cl:25])[N:3]=1.C([SiH](CC)CC)C. Product: [Cl:1][C:2]1[C:7]2[CH:8]=[N:9][CH:10]([CH3:11])[C:6]=2[C:5]([F:24])=[C:4]([Cl:25])[N:3]=1. The catalyst class is: 67. (3) Reactant: [CH2:1](O)[C@H:2]1[O:7][C@H:6]([O:8][C@]2(CO)O[C@H](CO)[C@@H](O)[C@@H]2O)[C@H:5]([OH:20])[C@@H:4](O)[C@@H:3]1O.C1C2C(=CC=CC=2)C=CC=1.C(OCC)(=O)C(C)O. Product: [OH:20][CH:5]([CH:4]=[CH2:3])[C:6]([O:7][CH2:2][CH3:1])=[O:8]. The catalyst class is: 8. (4) Reactant: CN(C)C=O.[N:6]1[CH:11]=[CH:10][CH:9]=[CH:8][C:7]=1[C:12]1[C:13](=[O:24])[NH:14][CH:15]=[C:16]([C:18]2[CH:23]=[CH:22][CH:21]=[CH:20][CH:19]=2)[CH:17]=1.[H-].[Na+].F[C:28]1[CH:35]=[CH:34][CH:33]=[CH:32][C:29]=1[C:30]#[N:31]. Product: [C:30]([C:29]1[CH:32]=[CH:33][CH:34]=[CH:35][C:28]=1[N:14]1[CH:15]=[C:16]([C:18]2[CH:23]=[CH:22][CH:21]=[CH:20][CH:19]=2)[CH:17]=[C:12]([C:7]2[CH:8]=[CH:9][CH:10]=[CH:11][N:6]=2)[C:13]1=[O:24])#[N:31]. The catalyst class is: 6. (5) Reactant: [S:1]1[CH:5]=[CH:4][CH:3]=[C:2]1[CH2:6][NH:7][C:8]([C:10]1[CH:25]=[C:13]2[CH:14]=[C:15]([C:19]3[CH:24]=[CH:23][CH:22]=[CH:21][CH:20]=3)[CH:16]=[C:17](Cl)[N:12]2[N:11]=1)=[O:9].[NH:26]1[CH2:31][CH2:30][O:29][CH2:28][CH2:27]1. Product: [S:1]1[CH:5]=[CH:4][CH:3]=[C:2]1[CH2:6][NH:7][C:8]([C:10]1[CH:25]=[C:13]2[CH:14]=[C:15]([C:19]3[CH:24]=[CH:23][CH:22]=[CH:21][CH:20]=3)[CH:16]=[C:17]([N:26]3[CH2:31][CH2:30][O:29][CH2:28][CH2:27]3)[N:12]2[N:11]=1)=[O:9]. The catalyst class is: 3.